This data is from Full USPTO retrosynthesis dataset with 1.9M reactions from patents (1976-2016). The task is: Predict the reactants needed to synthesize the given product. (1) Given the product [O:32]=[C:10]1[C:9]2[C:8]([C:25]#[N:26])=[C:7]([N:1]3[CH2:6][CH2:5][CH2:4][CH2:3][CH2:2]3)[CH:19]=[C:18]([C:20]3[S:21][CH:22]=[CH:23][CH:24]=3)[C:17]=2[C:16]2[C:11]1=[CH:12][CH:13]=[CH:14][CH:15]=2, predict the reactants needed to synthesize it. The reactants are: [N:1]1([C:7]2[CH:19]=[C:18]([C:20]3[S:21][CH:22]=[CH:23][CH:24]=3)[C:17]3[C:16]4[C:11](=[CH:12][CH:13]=[CH:14][CH:15]=4)[CH2:10][C:9]=3[C:8]=2[C:25]#[N:26])[CH2:6][CH2:5][CH2:4][CH2:3][CH2:2]1.[H-].[Na+].C1C[O:32]CC1. (2) The reactants are: [NH2:1][CH2:2][C@@H:3]1[CH2:8][C@H:7]2[C@H:5]([CH2:6]2)[N:4]1[C:9]([C:11]1[N:12]=[C:13]([CH3:23])[S:14][C:15]=1[C:16]1[CH:21]=[CH:20][CH:19]=[C:18]([F:22])[CH:17]=1)=[O:10].[F:24][C:25]1[CH:26]=[CH:27][CH:28]=[C:29]2[C:33]=1[NH:32][C:31]([C:34](O)=[O:35])=[CH:30]2. Given the product [F:22][C:18]1[CH:17]=[C:16]([C:15]2[S:14][C:13]([CH3:23])=[N:12][C:11]=2[C:9]([N:4]2[C@H:3]([CH2:2][NH:1][C:34]([C:31]3[NH:32][C:33]4[C:29]([CH:30]=3)=[CH:28][CH:27]=[CH:26][C:25]=4[F:24])=[O:35])[CH2:8][C@H:7]3[C@@H:5]2[CH2:6]3)=[O:10])[CH:21]=[CH:20][CH:19]=1, predict the reactants needed to synthesize it. (3) Given the product [F:17][C:18]1[CH:19]=[C:20]([C:2]2[C:10]3[N:9]4[CH2:11][CH2:12][NH:13][C:14](=[O:15])[C:8]4=[CH:7][C:6]=3[CH:5]=[C:4]([CH3:16])[CH:3]=2)[CH:21]=[CH:22][C:23]=1[F:24], predict the reactants needed to synthesize it. The reactants are: Br[C:2]1[C:10]2[N:9]3[CH2:11][CH2:12][NH:13][C:14](=[O:15])[C:8]3=[CH:7][C:6]=2[CH:5]=[C:4]([CH3:16])[CH:3]=1.[F:17][C:18]1[CH:19]=[C:20](B(O)O)[CH:21]=[CH:22][C:23]=1[F:24].